This data is from Peptide-MHC class I binding affinity with 185,985 pairs from IEDB/IMGT. The task is: Regression. Given a peptide amino acid sequence and an MHC pseudo amino acid sequence, predict their binding affinity value. This is MHC class I binding data. The peptide sequence is DVVCNAAMLI. The MHC is H-2-Db with pseudo-sequence H-2-Db. The binding affinity (normalized) is 0.150.